From a dataset of hERG potassium channel inhibition data for cardiac toxicity prediction from Karim et al.. Regression/Classification. Given a drug SMILES string, predict its toxicity properties. Task type varies by dataset: regression for continuous values (e.g., LD50, hERG inhibition percentage) or binary classification for toxic/non-toxic outcomes (e.g., AMES mutagenicity, cardiotoxicity, hepatotoxicity). Dataset: herg_karim. The molecule is Cn1c(CCCCN2CC3C[C@]3(c3ccc(C(F)(F)F)cc3)C2)nnc1-c1ccc(OC(F)(F)F)cc1. The result is 1 (blocker).